From a dataset of Experimentally validated miRNA-target interactions with 360,000+ pairs, plus equal number of negative samples. Binary Classification. Given a miRNA mature sequence and a target amino acid sequence, predict their likelihood of interaction. (1) The miRNA is mmu-miR-674-5p with sequence GCACUGAGAUGGGAGUGGUGUA. The protein sequence of the target gene is MGCCYSSENEDSDQDREERKLLLDPSSPPTKALNGAEPNYHSLPSARTDEQALLSSILAKTASNIIDVSAADSQGMEQHEYMDRARQYSTRLAVLSSSLTHWKKLPPLPSLTSQPHQVLASEPIPFSDLQQVSRIAAYAYSALSQIRVDAKEELVVQFGIP. Result: 0 (no interaction). (2) The miRNA is hsa-miR-483-3p with sequence UCACUCCUCUCCUCCCGUCUU. The protein sequence of the target gene is MYPNPLIYCTCWDPWNLGPRKLIKTPQLPRKNSTGSSKLTPLVPAPKNHNYLQPTKPVVSPKMKIHSARQEETNKSFYEVINVSPGYQLVRNREQISVTLGDEMFDRKKRWESEIPDKGRFSRTNIISDLEEQISELTAIIEQMNRDHQSAQKLLSSEMDLRCAEMKQNFENKNRELKEAHEAELSELENNYKAALKAEKLAAQEKLEEMGKEYKYLKNMFRTYQDSIYDEMEEKWSKQKAKWKKDEKFERENILLQQKKKMTKKFEMESGEEDKKINESCSAVFENFIQEKEELLKQHQ.... Result: 0 (no interaction).